This data is from Forward reaction prediction with 1.9M reactions from USPTO patents (1976-2016). The task is: Predict the product of the given reaction. Given the reactants Br[C:2]1[N:6]2[CH:7]=[CH:8][C:9]([C:11]([O:15][CH3:16])([O:13][CH3:14])[CH3:12])=[N:10][C:5]2=[N:4][CH:3]=1.C([Mg]Cl)(C)C.C([Sn](Cl)(CCCC)CCCC)CCC.Cl[C:37]1[CH:42]=[CH:41][N:40]=[C:39]([C:43]2[CH:48]=[CH:47][N:46]=[CH:45][CH:44]=2)[N:38]=1, predict the reaction product. The product is: [CH3:14][O:13][C:11]([C:9]1[CH:8]=[CH:7][N:6]2[C:2]([C:41]3[CH:42]=[CH:37][N:38]=[C:39]([C:43]4[CH:48]=[CH:47][N:46]=[CH:45][CH:44]=4)[N:40]=3)=[CH:3][N:4]=[C:5]2[N:10]=1)([O:15][CH3:16])[CH3:12].